This data is from Reaction yield outcomes from USPTO patents with 853,638 reactions. The task is: Predict the reaction yield, written as a fraction of the theoretical maximum amount of product (1.0 means a 100% yield; for example, 0.34 means a 34% yield). (1) The reactants are [CH:1]1([NH:4][C:5]([NH:7][C:8]2[CH:13]=[CH:12][C:11]([C:14]3[N:15]=[C:16]([N:23]4[CH2:28][CH2:27][O:26][CH2:25][C@@H:24]4[CH3:29])[C:17]4[CH2:22][NH:21][CH2:20][C:18]=4[N:19]=3)=[CH:10][CH:9]=2)=[O:6])[CH2:3][CH2:2]1.CN1CCOCC1.C(Cl)CCl.C1C=CC2N(O)N=NC=2C=1.[NH2:51][C:52](=[O:58])[CH2:53][CH2:54][C:55](O)=[O:56]. The catalyst is CN(C=O)C. The product is [CH:1]1([NH:4][C:5](=[O:6])[NH:7][C:8]2[CH:9]=[CH:10][C:11]([C:14]3[N:15]=[C:16]([N:23]4[CH2:28][CH2:27][O:26][CH2:25][C@@H:24]4[CH3:29])[C:17]4[CH2:22][N:21]([C:55](=[O:56])[CH2:54][CH2:53][C:52]([NH2:51])=[O:58])[CH2:20][C:18]=4[N:19]=3)=[CH:12][CH:13]=2)[CH2:2][CH2:3]1. The yield is 0.210. (2) The reactants are P(Cl)(Cl)(Cl)(Cl)[Cl:2].O[C:8]([C:14]1[CH:19]=[CH:18][C:17]([N+:20]([O-:22])=[O:21])=[CH:16][CH:15]=1)=[C:9]([C:12]#[N:13])[C:10]#[N:11]. The catalyst is ClCCl. The product is [Cl:2][C:8]([C:14]1[CH:19]=[CH:18][C:17]([N+:20]([O-:22])=[O:21])=[CH:16][CH:15]=1)=[C:9]([C:12]#[N:13])[C:10]#[N:11]. The yield is 0.570. (3) The reactants are Br[CH2:2][C:3]1[C:13]([Cl:14])=[N:12][CH:11]=[CH:10][C:4]=1[C:5]([O:7]CC)=O.[NH2:15][CH2:16][C:17]1[CH:29]=[CH:28][C:20]([C:21]([O:23][C:24]([CH3:27])([CH3:26])[CH3:25])=[O:22])=[C:19]([CH3:30])[CH:18]=1. No catalyst specified. The product is [Cl:14][C:13]1[C:3]2[CH2:2][N:15]([CH2:16][C:17]3[CH:29]=[CH:28][C:20]([C:21]([O:23][C:24]([CH3:26])([CH3:27])[CH3:25])=[O:22])=[C:19]([CH3:30])[CH:18]=3)[C:5](=[O:7])[C:4]=2[CH:10]=[CH:11][N:12]=1. The yield is 0.830. (4) The reactants are [Cl:1][C:2]1[CH:9]=[C:8]([OH:10])[C:7]([O:11][CH3:12])=[CH:6][C:3]=1[CH:4]=[O:5].Br[CH2:14][C:15]1[CH:20]=[CH:19][C:18]([C:21]([F:24])([F:23])[F:22])=[CH:17][C:16]=1[C:25]([F:28])([F:27])[F:26].C(=O)([O-])[O-].[K+].[K+].O. The catalyst is CN(C)C=O. The product is [F:26][C:25]([F:27])([F:28])[C:16]1[CH:17]=[C:18]([C:21]([F:24])([F:22])[F:23])[CH:19]=[CH:20][C:15]=1[CH2:14][O:10][C:8]1[C:7]([O:11][CH3:12])=[CH:6][C:3]([CH:4]=[O:5])=[C:2]([Cl:1])[CH:9]=1. The yield is 6.50. (5) The reactants are NC1C=CC(C)=CC=1[C:4](O)=[O:5].[NH2:12][C:13]1[CH:18]=[CH:17][C:16]([CH3:19])=[CH:15][C:14]=1[C:20]([C:22]1[CH:27]=[CH:26][CH:25]=[CH:24][C:23]=1[O:28][CH3:29])=[O:21].[NH2:30][C:31]1[S:32][CH:33]=[CH:34][N:35]=1. No catalyst specified. The product is [NH2:12][C:13]1[CH:18]=[CH:17][C:16]([CH3:19])=[CH:15][C:14]=1[C:20]([C:22]1[CH:27]=[CH:26][CH:25]=[CH:24][C:23]=1[O:28][CH3:29])=[O:21].[CH3:29][O:28][C:23]1[CH:24]=[CH:25][CH:26]=[CH:27][C:22]=1[C:20]([C:14]1[CH:15]=[C:16]([CH3:19])[CH:17]=[CH:18][C:13]=1[NH:12][C:4]([NH:30][C:31]1[S:32][CH:33]=[CH:34][N:35]=1)=[O:5])=[O:21]. The yield is 0.350.